Task: Predict the reactants needed to synthesize the given product.. Dataset: Full USPTO retrosynthesis dataset with 1.9M reactions from patents (1976-2016) (1) Given the product [CH:22]1[C:21]2[CH:20]([CH2:19][O:18][C:17]([NH:16][C@H:14]([C:8]3[N:9]=[C:10]([C:12]([OH:34])=[O:13])[C:11]4[C:6]([CH:7]=3)=[CH:5][CH:4]=[CH:3][C:2]=4[Cl:1])[CH3:15])=[O:33])[C:32]3[C:27](=[CH:28][CH:29]=[CH:30][CH:31]=3)[C:26]=2[CH:25]=[CH:24][CH:23]=1, predict the reactants needed to synthesize it. The reactants are: [Cl:1][C:2]1[CH:3]=[CH:4][CH:5]=[C:6]2[C:11]=1[C:10]([CH:12]=[O:13])=[N:9][C:8]([C@@H:14]([NH:16][C:17](=[O:33])[O:18][CH2:19][CH:20]1[C:32]3[CH:31]=[CH:30][CH:29]=[CH:28][C:27]=3[C:26]3[C:21]1=[CH:22][CH:23]=[CH:24][CH:25]=3)[CH3:15])=[CH:7]2.[OH:34]OS([O-])=O.[K+].O. (2) Given the product [O:16]1[CH2:17][CH2:18][N:13]([C:2]2[CH:3]=[C:4]([N+:10]([O-:12])=[O:11])[C:5]([C:8]#[N:9])=[N:6][CH:7]=2)[CH2:14][CH2:15]1, predict the reactants needed to synthesize it. The reactants are: Br[C:2]1[CH:3]=[C:4]([N+:10]([O-:12])=[O:11])[C:5]([C:8]#[N:9])=[N:6][CH:7]=1.[NH:13]1[CH2:18][CH2:17][O:16][CH2:15][CH2:14]1. (3) Given the product [C:1]([O:5][C:6]([N:8]1[C@@H:12]([CH2:13][N:14]([CH:25]([CH3:27])[CH3:26])[C:15]2[CH:16]=[CH:17][CH:18]=[CH:19][CH:20]=2)[CH2:11][O:10][C:9]1([CH3:22])[CH3:21])=[O:7])([CH3:4])([CH3:2])[CH3:3], predict the reactants needed to synthesize it. The reactants are: [C:1]([O:5][C:6]([N:8]1[C@@H:12]([CH2:13][NH:14][C:15]2[CH:20]=[CH:19][CH:18]=[CH:17][CH:16]=2)[CH2:11][O:10][C:9]1([CH3:22])[CH3:21])=[O:7])([CH3:4])([CH3:3])[CH3:2].CO[C:25]([CH3:27])=[CH2:26].FC(F)(F)C(O)=O.C(O[BH-](OC(=O)C)OC(=O)C)(=O)C.[Na+]. (4) Given the product [Br:1][C:2]1[C:3]2[S:15][C:14]([NH2:16])=[N:13][C:4]=2[CH:5]=[C:6]([N:8]2[CH:12]=[CH:11][CH:10]=[N:9]2)[CH:7]=1, predict the reactants needed to synthesize it. The reactants are: [Br:1][C:2]1[CH:3]=[C:4]([NH:13][C:14]([NH2:16])=[S:15])[CH:5]=[C:6]([N:8]2[CH:12]=[CH:11][CH:10]=[N:9]2)[CH:7]=1.BrBr.N. (5) Given the product [CH3:1][S:2][C:3]1[CH:8]=[CH:7][CH:6]=[CH:5][C:4]=1/[CH:9]=[CH:10]\[C:14]1[CH:15]=[C:16]([O:24][CH3:25])[C:17]([O:22][CH3:23])=[C:18]([O:20][CH3:21])[CH:19]=1, predict the reactants needed to synthesize it. The reactants are: [CH3:1][S:2][C:3]1[CH:8]=[CH:7][CH:6]=[CH:5][C:4]=1/[CH:9]=[C:10](\[C:14]1[CH:19]=[C:18]([O:20][CH3:21])[C:17]([O:22][CH3:23])=[C:16]([O:24][CH3:25])[CH:15]=1)/C(O)=O.N1C2C(=CC=CC=2)C=CC=1. (6) Given the product [Cl:25][C:26]1[CH:31]=[CH:30][C:29]([C@@H:32]2[CH2:37][CH2:36][N:35]([CH2:38][CH2:39][F:40])[CH2:34][C@H:33]2[CH2:41][OH:42])=[CH:28][CH:27]=1, predict the reactants needed to synthesize it. The reactants are: ClC1C=CC([C@@H]2CCN(C(OC(C)(C)C)=O)C[C@H]2C(OC)=O)=CC=1.[Cl:25][C:26]1[CH:31]=[CH:30][C:29]([C@@H:32]2[CH2:37][CH2:36][N:35]([CH2:38][CH2:39][F:40])[CH2:34][C@H:33]2[C:41](OC)=[O:42])=[CH:28][CH:27]=1.